From a dataset of Peptide-MHC class I binding affinity with 185,985 pairs from IEDB/IMGT. Regression. Given a peptide amino acid sequence and an MHC pseudo amino acid sequence, predict their binding affinity value. This is MHC class I binding data. (1) The peptide sequence is KLIDVSKCI. The MHC is HLA-B39:01 with pseudo-sequence HLA-B39:01. The binding affinity (normalized) is 0.0847. (2) The peptide sequence is SPVSRSHSF. The MHC is HLA-A02:01 with pseudo-sequence HLA-A02:01. The binding affinity (normalized) is 0.0847.